Dataset: Catalyst prediction with 721,799 reactions and 888 catalyst types from USPTO. Task: Predict which catalyst facilitates the given reaction. (1) Reactant: C([Li])CCC.Br[C:7]1[CH:12]=[C:11]([C:13]([F:16])([F:15])[F:14])[CH:10]=[CH:9][C:8]=1[S:17][C:18]1[CH:23]=[CH:22][C:21]([Cl:24])=[CH:20][CH:19]=1.[C:25]([O:29][C:30]([N:32]1[CH2:37][CH2:36][C:35](=[O:38])[CH2:34][CH2:33]1)=[O:31])([CH3:28])([CH3:27])[CH3:26].[Cl-].[NH4+]. The catalyst class is: 1. Product: [C:25]([O:29][C:30]([N:32]1[CH2:37][CH2:36][C:35]([C:7]2[CH:12]=[C:11]([C:13]([F:16])([F:15])[F:14])[CH:10]=[CH:9][C:8]=2[S:17][C:18]2[CH:23]=[CH:22][C:21]([Cl:24])=[CH:20][CH:19]=2)([OH:38])[CH2:34][CH2:33]1)=[O:31])([CH3:28])([CH3:26])[CH3:27]. (2) Reactant: [Cl:1][C:2]1[CH:23]=[C:22]([Cl:24])[CH:21]=[CH:20][C:3]=1[C:4]([C:6]1[C:7]2[CH:15]=[C:14]([C:16]([O:18][CH3:19])=[O:17])[CH:13]=[CH:12][C:8]=2[O:9][C:10]=1[CH3:11])=[O:5]. Product: [Cl:1][C:2]1[CH:23]=[C:22]([Cl:24])[CH:21]=[CH:20][C:3]=1[CH:4]([OH:5])[C:6]1[C:7]2[CH:15]=[C:14]([C:16]([O:18][CH3:19])=[O:17])[CH:13]=[CH:12][C:8]=2[O:9][C:10]=1[CH3:11]. The catalyst class is: 7. (3) Reactant: [CH3:1][O:2][C:3]([C:5]1([S:11]([C:14]2[CH:19]=[CH:18][C:17]([O:20][CH2:21][C:22]#[C:23][CH3:24])=[CH:16][CH:15]=2)(=[O:13])=[O:12])[CH2:10][CH2:9][NH:8][CH2:7][CH2:6]1)=[O:4].C(N(CC)CC)C.[CH3:32][O:33][C:34]1[CH:39]=[CH:38][C:37]([S:40](Cl)(=[O:42])=[O:41])=[CH:36][CH:35]=1.CN(C1C=CC=CN=1)C. Product: [CH2:21]([O:20][C:17]1[CH:16]=[CH:15][C:14]([S:11]([C:5]2([C:3]([O:2][CH3:1])=[O:4])[CH2:10][CH2:9][N:8]([S:40]([C:37]3[CH:36]=[CH:35][C:34]([O:33][CH3:32])=[CH:39][CH:38]=3)(=[O:42])=[O:41])[CH2:7][CH2:6]2)(=[O:13])=[O:12])=[CH:19][CH:18]=1)[C:22]#[C:23][CH3:24]. The catalyst class is: 2.